From a dataset of Peptide-MHC class II binding affinity with 134,281 pairs from IEDB. Regression. Given a peptide amino acid sequence and an MHC pseudo amino acid sequence, predict their binding affinity value. This is MHC class II binding data. The peptide sequence is ALTALIRDPPADSTG. The MHC is HLA-DPA10103-DPB10401 with pseudo-sequence HLA-DPA10103-DPB10401. The binding affinity (normalized) is 0.0785.